Task: Predict the product of the given reaction.. Dataset: Forward reaction prediction with 1.9M reactions from USPTO patents (1976-2016) (1) Given the reactants [Br:1][C:2]1[CH:3]=[C:4]2[C:9](=[C:10]3[CH2:14][CH2:13][CH2:12][C:11]=13)[N:8]([C:15]([O:17][C:18]([CH3:21])([CH3:20])[CH3:19])=[O:16])[C:7]([CH3:23])([CH3:22])[C:6](=[O:24])[C:5]2([CH3:26])[CH3:25].[Mn]([O-])(=O)(=O)=[O:28].[K+], predict the reaction product. The product is: [Br:1][C:2]1[CH:3]=[C:4]2[C:9](=[C:10]3[CH2:14][CH2:13][C:12](=[O:28])[C:11]=13)[N:8]([C:15]([O:17][C:18]([CH3:19])([CH3:21])[CH3:20])=[O:16])[C:7]([CH3:23])([CH3:22])[C:6](=[O:24])[C:5]2([CH3:26])[CH3:25]. (2) Given the reactants [Br:1][C:2]1[C:3](Cl)=[N:4][CH:5]=[C:6]([S:8]([N:11]2[CH2:16][CH2:15][N:14]([CH2:17][CH3:18])[CH2:13][CH2:12]2)(=[O:10])=[O:9])[CH:7]=1.[O-:20][CH2:21][CH3:22].[Na+], predict the reaction product. The product is: [Br:1][C:2]1[C:3]([O:20][CH2:21][CH3:22])=[N:4][CH:5]=[C:6]([S:8]([N:11]2[CH2:16][CH2:15][N:14]([CH2:17][CH3:18])[CH2:13][CH2:12]2)(=[O:10])=[O:9])[CH:7]=1. (3) The product is: [C:1](=[O:13])([O:2][CH2:3][CH2:4][N:5]([C:7]([N:27]1[C:28]2=[N:29][C:30]([O:34][CH3:35])=[CH:31][CH:32]=[C:33]2[N:25]=[C:26]1[S:36]([CH2:38][C:39]1[C:44]([CH3:45])=[C:43]([O:46][CH3:47])[C:42]([CH3:48])=[CH:41][N:40]=1)=[O:37])=[O:8])[CH3:6])[O:10][CH2:11][CH3:12]. Given the reactants [C:1](=[O:13])([O:10][CH2:11][CH3:12])[O:2][CH2:3][CH2:4][N:5]([C:7](Cl)=[O:8])[CH3:6].C(=O)(OCCN(C([N:25]1[C:33]2[C:28](=[N:29][C:30]([O:34][CH3:35])=[CH:31][CH:32]=2)[N:27]=[C:26]1[S:36]([CH2:38][C:39]1[C:44]([CH3:45])=[C:43]([O:46][CH3:47])[C:42]([CH3:48])=[CH:41][N:40]=1)=[O:37])=O)C)OCC, predict the reaction product. (4) Given the reactants Cl[CH2:2][CH2:3][N:4]1[CH:8]=[C:7]([C:9]2[CH:10]=[C:11]3[C:15](=[C:16]([C:18]([NH2:20])=[O:19])[CH:17]=2)[NH:14][CH:13]=[C:12]3[CH:21]2[CH2:26][CH2:25][N:24]([S:27]([CH2:30][CH3:31])(=[O:29])=[O:28])[CH2:23][CH2:22]2)[CH:6]=[N:5]1.[CH3:32][NH:33][CH2:34][CH2:35][OH:36].[I-].[Na+], predict the reaction product. The product is: [CH2:30]([S:27]([N:24]1[CH2:25][CH2:26][CH:21]([C:12]2[C:11]3[C:15](=[C:16]([C:18]([NH2:20])=[O:19])[CH:17]=[C:9]([C:7]4[CH:6]=[N:5][N:4]([CH2:3][CH2:2][N:33]([CH2:34][CH2:35][OH:36])[CH3:32])[CH:8]=4)[CH:10]=3)[NH:14][CH:13]=2)[CH2:22][CH2:23]1)(=[O:29])=[O:28])[CH3:31]. (5) Given the reactants [N:1]1([C:6]2[N:11]=[C:10]([NH:12][C:13]3[CH:18]=[C:17](Cl)[N:16]=[N:15][C:14]=3[C:20]([NH2:22])=[O:21])[CH:9]=[CH:8][CH:7]=2)[CH:5]=[CH:4][CH:3]=[N:2]1.[NH2:23][C@@H:24]1[CH2:29][CH2:28][CH2:27][CH2:26][C@@H:25]1[NH:30][C:31](=[O:37])[O:32][C:33]([CH3:36])([CH3:35])[CH3:34], predict the reaction product. The product is: [N:1]1([C:6]2[N:11]=[C:10]([NH:12][C:13]3[CH:18]=[C:17]([NH:23][C@@H:24]4[CH2:29][CH2:28][CH2:27][CH2:26][C@@H:25]4[NH:30][C:31](=[O:37])[O:32][C:33]([CH3:35])([CH3:34])[CH3:36])[N:16]=[N:15][C:14]=3[C:20](=[O:21])[NH2:22])[CH:9]=[CH:8][CH:7]=2)[CH:5]=[CH:4][CH:3]=[N:2]1. (6) Given the reactants [F:1][C:2]1[CH:3]=[C:4]([CH:17]=[CH:18][CH:19]=1)[CH2:5][O:6][C:7]1[CH:8]=[C:9]2[C:14](=[CH:15][CH:16]=1)[CH2:13][NH:12][CH2:11][CH2:10]2.[CH:20]([O:23][C:24]1[CH:32]=[CH:31][C:30]([S:33]([CH3:36])(=[O:35])=[O:34])=[CH:29][C:25]=1[C:26](O)=[O:27])([CH3:22])[CH3:21], predict the reaction product. The product is: [F:1][C:2]1[CH:3]=[C:4]([CH:17]=[CH:18][CH:19]=1)[CH2:5][O:6][C:7]1[CH:8]=[C:9]2[C:14](=[CH:15][CH:16]=1)[CH2:13][N:12]([C:26]([C:25]1[CH:29]=[C:30]([S:33]([CH3:36])(=[O:35])=[O:34])[CH:31]=[CH:32][C:24]=1[O:23][CH:20]([CH3:22])[CH3:21])=[O:27])[CH2:11][CH2:10]2. (7) The product is: [CH3:12][O:11][C:5]1[C:6]([N+:8]([O-:10])=[O:9])=[N:7][C:2]([CH3:1])=[CH:3][CH:4]=1. Given the reactants [CH3:1][C:2]1[N:7]=[C:6]([N+:8]([O-:10])=[O:9])[C:5]([OH:11])=[CH:4][CH:3]=1.[C:12]([O-])([O-])=O.[K+].[K+].CI, predict the reaction product. (8) Given the reactants [CH2:1]([O:3][C:4](=[O:22])[C:5]([C:8]1(O)[CH2:13][CH2:12][N:11]([CH2:14][C:15]2[CH:20]=[CH:19][CH:18]=[CH:17][CH:16]=2)[CH2:10][CH2:9]1)([CH3:7])[CH3:6])[CH3:2].CN(C)C=O.S(Cl)(Cl)=O, predict the reaction product. The product is: [CH2:1]([O:3][C:4](=[O:22])[C:5]([C:8]1[CH2:13][CH2:12][N:11]([CH2:14][C:15]2[CH:20]=[CH:19][CH:18]=[CH:17][CH:16]=2)[CH2:10][CH:9]=1)([CH3:7])[CH3:6])[CH3:2].